Dataset: Reaction yield outcomes from USPTO patents with 853,638 reactions. Task: Predict the reaction yield, written as a fraction of the theoretical maximum amount of product (1.0 means a 100% yield; for example, 0.34 means a 34% yield). (1) The reactants are C(O[CH:4](OCC)[C:5]#[C:6][C:7]1[CH:8]=[C:9]2[C:13](=[CH:14][CH:15]=1)[NH:12][C:11](=[O:16])[CH2:10]2)C.[C:20]1([NH:26][NH2:27])[CH:25]=[CH:24][CH:23]=[CH:22][CH:21]=1.S(=O)(=O)(O)O.C([O-])(O)=O.[Na+]. The catalyst is C(#N)C.O. The product is [C:20]1([N:26]2[C:6]([C:7]3[CH:8]=[C:9]4[C:13](=[CH:14][CH:15]=3)[NH:12][C:11](=[O:16])[CH2:10]4)=[CH:5][CH:4]=[N:27]2)[CH:25]=[CH:24][CH:23]=[CH:22][CH:21]=1. The yield is 0.410. (2) The reactants are N(C(C)C)C(C)C.[Li]CCCC.[SnH:13]([CH2:22][CH2:23][CH2:24][CH3:25])([CH2:18][CH2:19][CH2:20][CH3:21])[CH2:14][CH2:15][CH2:16][CH3:17].C(=O)=O.C([Cu])#N.[CH3:32][O:33][C:34](=[O:52])[C:35]#[C:36][CH2:37][CH2:38][CH2:39][CH2:40][CH2:41][CH2:42][CH2:43][CH2:44][O:45][CH:46]1[CH2:51][CH2:50][CH2:49][CH2:48][O:47]1. The catalyst is C1COCC1.CO.CC(C)=O. The product is [O:47]1[CH2:48][CH2:49][CH2:50][CH2:51][CH:46]1[O:45][CH2:44][CH2:43][CH2:42][CH2:41][CH2:40][CH2:39][CH2:38][CH2:37]/[C:36](/[Sn:13]([CH2:18][CH2:19][CH2:20][CH3:21])([CH2:22][CH2:23][CH2:24][CH3:25])[CH2:14][CH2:15][CH2:16][CH3:17])=[CH:35]\[C:34]([O:33][CH3:32])=[O:52]. The yield is 0.900. (3) The yield is 0.460. The catalyst is ClCCl. The product is [CH3:1][NH:2][C:3]([CH:5]1[CH2:14][C:13]2[N:15]([CH3:19])[C:16]([CH3:18])=[N:17][C:12]=2[C:11]2[NH:10][C@H:9]([C:20]3[CH:25]=[CH:24][CH:23]=[CH:22][CH:21]=3)[C@@H:8]([O:26][C:28](=[O:33])[C:29]([CH3:32])([CH3:31])[CH3:30])[C:7](=[O:27])[C:6]1=2)=[O:4]. The reactants are [CH3:1][NH:2][C:3]([CH:5]1[CH2:14][C:13]2[N:15]([CH3:19])[C:16]([CH3:18])=[N:17][C:12]=2[C:11]2[NH:10][C@H:9]([C:20]3[CH:25]=[CH:24][CH:23]=[CH:22][CH:21]=3)[C@@H:8]([OH:26])[C:7](=[O:27])[C:6]1=2)=[O:4].[C:28](O[C:28](=[O:33])[C:29]([CH3:32])([CH3:31])[CH3:30])(=[O:33])[C:29]([CH3:32])([CH3:31])[CH3:30].CS(O)(=O)=O.C(=O)(O)[O-].[Na+]. (4) The reactants are [Cl-].[Al+3].[Cl-].[Cl-].ClC1C=CC=CC=1.[Br:12][C:13]1[C:14]([CH3:25])=[CH:15][C:16]2[O:20][C:19]([CH3:22])([CH3:21])[CH2:18][C:17]=2[C:23]=1[CH3:24].[C:26](Cl)(=[O:28])[CH3:27]. The catalyst is C(OCC)(=O)C.O. The product is [Br:12][C:13]1[C:14]([CH3:25])=[C:15]([C:26](=[O:28])[CH3:27])[C:16]2[O:20][C:19]([CH3:21])([CH3:22])[CH2:18][C:17]=2[C:23]=1[CH3:24]. The yield is 0.0800. (5) The reactants are Cl[C:2]1[CH:7]=[C:6]([CH3:8])[N:5]=[CH:4][C:3]=1[CH:9]=O.O.[NH2:12][NH2:13]. The catalyst is COCCOC. The product is [CH3:8][C:6]1[N:5]=[CH:4][C:3]2[CH:9]=[N:12][NH:13][C:2]=2[CH:7]=1. The yield is 0.430. (6) The reactants are [OH-].[Na+].C[O:4][C:5]([C:7]1[S:11][C:10]([SH:12])=[N:9][CH:8]=1)=[O:6]. The catalyst is CO.O. The product is [SH:12][C:10]1[S:11][C:7]([C:5]([OH:6])=[O:4])=[CH:8][N:9]=1. The yield is 0.390. (7) The reactants are C(N(C(C)C)CC)(C)C.Cl[C:11]1[CH:16]=[C:15]([N:17]([CH:25]2[CH2:27][CH2:26]2)[C:18](=[O:24])[O:19][C:20]([CH3:23])([CH3:22])[CH3:21])[N:14]2[N:28]=[CH:29][C:30]([CH:31]=[O:32])=[C:13]2[N:12]=1.[CH2:33]([SH:40])[C:34]1[CH:39]=[CH:38][CH:37]=[CH:36][CH:35]=1. The catalyst is C(O)C. The product is [CH2:33]([S:40][C:11]1[CH:16]=[C:15]([N:17]([CH:25]2[CH2:27][CH2:26]2)[C:18](=[O:24])[O:19][C:20]([CH3:23])([CH3:22])[CH3:21])[N:14]2[N:28]=[CH:29][C:30]([CH:31]=[O:32])=[C:13]2[N:12]=1)[C:34]1[CH:39]=[CH:38][CH:37]=[CH:36][CH:35]=1. The yield is 0.470. (8) The reactants are [CH:1]1[C:6]2=[CH:7][C:8]3[CH:9]=[CH:10][CH:11]=[CH:12][C:13]=3[N:5]2[CH:4]=[C:3]([C:14]([O:16]CC)=[O:15])[N:2]=1.[OH-].[K+].O.[ClH:22]. The catalyst is CCO. The product is [ClH:22].[CH:1]1[C:6]2=[CH:7][C:8]3[CH:9]=[CH:10][CH:11]=[CH:12][C:13]=3[N:5]2[CH:4]=[C:3]([C:14]([OH:16])=[O:15])[N:2]=1. The yield is 0.340. (9) The reactants are [CH3:1][C:2]1([CH3:20])[C:7]2[CH:8]=[C:9]([C:12]3[NH:16][C:15]([C:17]#[N:18])=[CH:14][CH:13]=3)[CH:10]=[CH:11][C:6]=2[NH:5][C:4](=[O:19])[O:3]1.[C:21](=O)([O-])[O-].[K+].[K+].IC.O. The catalyst is CN(C)C=O. The product is [CH3:1][C:2]1([CH3:20])[C:7]2[CH:8]=[C:9]([C:12]3[N:16]([CH3:21])[C:15]([C:17]#[N:18])=[CH:14][CH:13]=3)[CH:10]=[CH:11][C:6]=2[NH:5][C:4](=[O:19])[O:3]1. The yield is 0.410. (10) The reactants are [NH:1]1[CH2:6][CH2:5][CH:4]([C:7]([NH2:9])=[O:8])[CH2:3][CH2:2]1.[C:10]1([CH:16]([C:22]2[CH:27]=[CH:26][CH:25]=[CH:24][CH:23]=2)[N:17]2[CH2:20][C:19](=O)[CH2:18]2)[CH:15]=[CH:14][CH:13]=[CH:12][CH:11]=1.CO. The catalyst is C(O)(=O)C. The product is [C:10]1([CH:16]([C:22]2[CH:27]=[CH:26][CH:25]=[CH:24][CH:23]=2)[N:17]2[CH2:20][CH:19]([N:1]3[CH2:6][CH2:5][CH:4]([C:7]([NH2:9])=[O:8])[CH2:3][CH2:2]3)[CH2:18]2)[CH:11]=[CH:12][CH:13]=[CH:14][CH:15]=1. The yield is 0.990.